This data is from Full USPTO retrosynthesis dataset with 1.9M reactions from patents (1976-2016). The task is: Predict the reactants needed to synthesize the given product. Given the product [CH3:20][O:21][C:22]1[CH:23]=[CH:24][C:25]([S:28]([N:2]2[C@@H:3]([C:8]([O:10][CH2:11][CH3:12])=[O:9])[C@H:4]3[CH2:7][C@@H:1]2[CH2:6][CH2:5]3)(=[O:30])=[O:29])=[CH:26][CH:27]=1, predict the reactants needed to synthesize it. The reactants are: [C@@H:1]12[CH2:7][C@@H:4]([CH2:5][CH2:6]1)[C@H:3]([C:8]([O:10][CH2:11][CH3:12])=[O:9])[NH:2]2.C(N(CC)CC)C.[CH3:20][O:21][C:22]1[CH:27]=[CH:26][C:25]([S:28](Cl)(=[O:30])=[O:29])=[CH:24][CH:23]=1.